Dataset: Catalyst prediction with 721,799 reactions and 888 catalyst types from USPTO. Task: Predict which catalyst facilitates the given reaction. Reactant: [O:1]=[C:2]([N:10]1[CH2:15][CH2:14][CH2:13][CH2:12][C@H:11]1[C:16]([O:18]CC)=[O:17])[C:3](=[O:9])[C:4]([CH3:8])([CH3:7])[CH2:5][CH3:6].[Li+].[OH-].Cl. Product: [O:1]=[C:2]([N:10]1[CH2:15][CH2:14][CH2:13][CH2:12][C@H:11]1[C:16]([OH:18])=[O:17])[C:3](=[O:9])[C:4]([CH3:7])([CH3:8])[CH2:5][CH3:6]. The catalyst class is: 5.